From a dataset of Full USPTO retrosynthesis dataset with 1.9M reactions from patents (1976-2016). Predict the reactants needed to synthesize the given product. (1) Given the product [C:1]([O:5][C:6](=[O:45])[N:7]([C:8]1[CH:13]=[CH:12][CH:11]=[C:10]([O:14][CH2:15][CH2:16][CH2:17][N:18]([CH2:33][C:34]2[CH:39]=[CH:38][CH:37]=[C:36]([C:40]([F:42])([F:43])[F:41])[C:35]=2[Cl:44])[CH2:19][CH:20]([C:27]2[CH:28]=[CH:29][CH:30]=[CH:31][CH:32]=2)[C:21]2[CH:26]=[CH:25][CH:24]=[CH:23][CH:22]=2)[CH:9]=1)[CH3:48])([CH3:4])([CH3:2])[CH3:3], predict the reactants needed to synthesize it. The reactants are: [C:1]([O:5][C:6](=[O:45])[NH:7][C:8]1[CH:13]=[CH:12][CH:11]=[C:10]([O:14][CH2:15][CH2:16][CH2:17][N:18]([CH2:33][C:34]2[CH:39]=[CH:38][CH:37]=[C:36]([C:40]([F:43])([F:42])[F:41])[C:35]=2[Cl:44])[CH2:19][CH:20]([C:27]2[CH:32]=[CH:31][CH:30]=[CH:29][CH:28]=2)[C:21]2[CH:26]=[CH:25][CH:24]=[CH:23][CH:22]=2)[CH:9]=1)([CH3:4])([CH3:3])[CH3:2].[H-].[Na+].[CH3:48]I.O. (2) Given the product [Cl:1][C:2]1[CH:11]=[C:10]([C:12]([NH:65][CH2:64][C:63]2[CH:66]=[CH:67][CH:68]=[C:61]([Cl:60])[CH:62]=2)=[O:13])[CH:9]=[C:8]2[C:3]=1[C:4](=[O:26])[N:5]([C:16]1[CH:21]=[CH:20][C:19]([O:22][CH3:23])=[C:18]([O:24][CH3:25])[N:17]=1)[C:6](=[S:15])[NH:7]2, predict the reactants needed to synthesize it. The reactants are: [Cl:1][C:2]1[CH:11]=[C:10]([C:12](O)=[O:13])[CH:9]=[C:8]2[C:3]=1[C:4](=[O:26])[N:5]([C:16]1[CH:21]=[CH:20][C:19]([O:22][CH3:23])=[C:18]([O:24][CH3:25])[N:17]=1)[C:6](=[S:15])[NH:7]2.CCN(C(C)C)C(C)C.CN(C(ON1N=NC2C=CC=NC1=2)=[N+](C)C)C.F[P-](F)(F)(F)(F)F.[Cl:60][C:61]1[CH:62]=[C:63]([CH:66]=[CH:67][CH:68]=1)[CH2:64][NH2:65]. (3) Given the product [CH2:18]1[C:26]2[C:21](=[C:22]([N:27]3[CH2:32][CH2:31][N:30]([CH2:16][CH2:15][CH2:14][CH2:13][O:12][C:8]4[N:9]=[C:10]5[C:5]([CH2:4][CH2:3][C:2](=[O:1])[NH:11]5)=[CH:6][CH:7]=4)[CH2:29][CH2:28]3)[CH:23]=[CH:24][CH:25]=2)[CH2:20][O:19]1, predict the reactants needed to synthesize it. The reactants are: [O:1]=[C:2]1[NH:11][C:10]2[N:9]=[C:8]([O:12][CH2:13][CH2:14][CH2:15][CH:16]=O)[CH:7]=[CH:6][C:5]=2[CH2:4][CH2:3]1.[CH2:18]1[C:26]2[C:21](=[C:22]([N:27]3[CH2:32][CH2:31][NH:30][CH2:29][CH2:28]3)[CH:23]=[CH:24][CH:25]=2)[CH2:20][O:19]1.[BH-](OC(C)=O)(OC(C)=O)OC(C)=O.[Na+]. (4) The reactants are: [Cl:1][C:2]1[S:3][C:4]2[CH:10]=[C:9]([O:11][CH3:12])[CH:8]=[CH:7][C:5]=2[N:6]=1.[Br:13]N1C(=O)CCC1=O. Given the product [Br:13][C:10]1[C:4]2[S:3][C:2]([Cl:1])=[N:6][C:5]=2[CH:7]=[CH:8][C:9]=1[O:11][CH3:12], predict the reactants needed to synthesize it. (5) Given the product [F:1][C:2]1[CH:7]=[CH:6][C:5]([C:8](=[O:10])[CH2:9][C:17]([O:18][CH2:19][CH3:20])=[O:21])=[CH:4][CH:3]=1, predict the reactants needed to synthesize it. The reactants are: [F:1][C:2]1[CH:7]=[CH:6][C:5]([C:8](=[O:10])[CH3:9])=[CH:4][CH:3]=1.C(O)C.[H-].[Na+].Cl.[C:17](=O)([O:21]CC)[O:18][CH2:19][CH3:20]. (6) Given the product [CH:1]1([CH2:6][C@H:7]([CH2:42][N:43]([CH:52]=[O:53])[OH:44])[C:8]([N:10]2[C@H:14]([C:15]([NH:17][C:18]3[CH:23]=[CH:22][N:21]=[C:20]([N:24]4[CH2:28][CH2:27][C@H:26]([N:29]([CH3:31])[CH3:30])[CH2:25]4)[N:19]=3)=[O:16])[CH2:13][CH2:12][NH:11]2)=[O:9])[CH2:2][CH2:3][CH2:4][CH2:5]1, predict the reactants needed to synthesize it. The reactants are: [CH:1]1([CH2:6][C@H:7]([CH2:42][N:43]([CH:52]=[O:53])[O:44]CC2C=CC=CC=2)[C:8]([N:10]2[C@H:14]([C:15]([NH:17][C:18]3[CH:23]=[CH:22][N:21]=[C:20]([N:24]4[CH2:28][CH2:27][C@H:26]([N:29]([CH3:31])[CH3:30])[CH2:25]4)[N:19]=3)=[O:16])[CH2:13][CH2:12][N:11]2C(OCC2C=CC=CC=2)=O)=[O:9])[CH2:5][CH2:4][CH2:3][CH2:2]1. (7) Given the product [S:25]([CH2:5][CH2:6][CH2:7][CH2:8][CH2:9][O:10][C:11]1[CH:16]=[C:15]([S:17][CH2:18][C:19]([F:22])([F:21])[F:20])[C:14]([Cl:23])=[CH:13][C:12]=1[F:24])[C:26]#[N:27], predict the reactants needed to synthesize it. The reactants are: C(O)C.Br[CH2:5][CH2:6][CH2:7][CH2:8][CH2:9][O:10][C:11]1[CH:16]=[C:15]([S:17][CH2:18][C:19]([F:22])([F:21])[F:20])[C:14]([Cl:23])=[CH:13][C:12]=1[F:24].[S-:25][C:26]#[N:27].[K+].CCCCCC. (8) Given the product [OH:16][C:15]1[C:9]2[C@:8]3([CH3:36])[C:34](=[O:35])[C:4](/[C:1](=[N:43]/[O:42][CH2:39][C:40]#[CH:41])/[CH3:2])=[C:5]([OH:37])[CH:6]=[C:7]3[O:11][C:10]=2[C:12]([C:19]([NH:21][CH2:22][C:23]2[C:32]3[C:27](=[CH:28][CH:29]=[CH:30][CH:31]=3)[CH:26]=[CH:25][C:24]=2[CH3:33])=[O:20])=[C:13]([O:17][CH3:18])[CH:14]=1, predict the reactants needed to synthesize it. The reactants are: [C:1]([C:4]1[C:34](=[O:35])[C@@:8]2([CH3:36])[C:9]3[C:15]([OH:16])=[CH:14][C:13]([O:17][CH3:18])=[C:12]([C:19]([NH:21][CH2:22][C:23]4[C:32]5[C:27](=[CH:28][CH:29]=[CH:30][CH:31]=5)[CH:26]=[CH:25][C:24]=4[CH3:33])=[O:20])[C:10]=3[O:11][C:7]2=[CH:6][C:5]=1[OH:37])(=O)[CH3:2].Cl.[CH2:39]([O:42][NH2:43])[C:40]#[CH:41].C(=O)(O)[O-].[Na+]. (9) Given the product [F:1][C:2]1[CH:3]=[C:4]([CH:13]2[CH2:14][NH:15][CH2:16][CH:17]([C:18]([O:20][CH3:21])=[O:19])[CH2:22]2)[CH:5]=[CH:6][C:7]=1[O:8][C:9]([F:12])([F:10])[F:11], predict the reactants needed to synthesize it. The reactants are: [F:1][C:2]1[CH:3]=[C:4]([C:13]2[CH:14]=[N:15][CH:16]=[C:17]([CH:22]=2)[C:18]([O:20][CH3:21])=[O:19])[CH:5]=[CH:6][C:7]=1[O:8][C:9]([F:12])([F:11])[F:10].Cl.[H][H].